From a dataset of NCI-60 drug combinations with 297,098 pairs across 59 cell lines. Regression. Given two drug SMILES strings and cell line genomic features, predict the synergy score measuring deviation from expected non-interaction effect. (1) Drug 1: CC1=C(C=C(C=C1)NC2=NC=CC(=N2)N(C)C3=CC4=NN(C(=C4C=C3)C)C)S(=O)(=O)N.Cl. Drug 2: C1=CC(=C2C(=C1NCCNCCO)C(=O)C3=C(C=CC(=C3C2=O)O)O)NCCNCCO. Cell line: SF-268. Synergy scores: CSS=49.3, Synergy_ZIP=7.52, Synergy_Bliss=2.84, Synergy_Loewe=-32.9, Synergy_HSA=1.08. (2) Drug 1: C1=CC=C(C(=C1)C(C2=CC=C(C=C2)Cl)C(Cl)Cl)Cl. Drug 2: CC1=C(C(=O)C2=C(C1=O)N3CC4C(C3(C2COC(=O)N)OC)N4)N. Cell line: COLO 205. Synergy scores: CSS=37.5, Synergy_ZIP=3.94, Synergy_Bliss=2.40, Synergy_Loewe=-22.5, Synergy_HSA=0.397. (3) Cell line: M14. Drug 1: CC1=CC2C(CCC3(C2CCC3(C(=O)C)OC(=O)C)C)C4(C1=CC(=O)CC4)C. Synergy scores: CSS=2.64, Synergy_ZIP=1.39, Synergy_Bliss=4.08, Synergy_Loewe=-1.81, Synergy_HSA=1.25. Drug 2: C1=NC(=NC(=O)N1C2C(C(C(O2)CO)O)O)N. (4) Drug 1: CCC1=C2CN3C(=CC4=C(C3=O)COC(=O)C4(CC)O)C2=NC5=C1C=C(C=C5)O. Drug 2: CC(C)CN1C=NC2=C1C3=CC=CC=C3N=C2N. Cell line: SN12C. Synergy scores: CSS=25.8, Synergy_ZIP=0.850, Synergy_Bliss=3.47, Synergy_Loewe=-21.5, Synergy_HSA=3.56. (5) Drug 1: COC1=C(C=C2C(=C1)N=CN=C2NC3=CC(=C(C=C3)F)Cl)OCCCN4CCOCC4. Drug 2: C1CCC(CC1)NC(=O)N(CCCl)N=O. Cell line: T-47D. Synergy scores: CSS=28.5, Synergy_ZIP=-1.34, Synergy_Bliss=6.70, Synergy_Loewe=-1.59, Synergy_HSA=9.03.